This data is from Full USPTO retrosynthesis dataset with 1.9M reactions from patents (1976-2016). The task is: Predict the reactants needed to synthesize the given product. (1) Given the product [C:30]([O:29][C:27]([N:34]1[CH2:39][CH2:38][N:37]([CH2:2][C:3]2[CH:8]=[CH:7][C:6]([C:9]3[NH:26][C:12]4[N:13]=[CH:14][N:15]=[C:16]([NH:17][C@@H:18]([C:20]5[CH:25]=[CH:24][CH:23]=[CH:22][CH:21]=5)[CH3:19])[C:11]=4[CH:10]=3)=[CH:5][CH:4]=2)[CH2:36][CH2:35]1)=[O:28])([CH3:33])([CH3:31])[CH3:32], predict the reactants needed to synthesize it. The reactants are: Cl[CH2:2][C:3]1[CH:8]=[CH:7][C:6]([C:9]2[NH:26][C:12]3[N:13]=[CH:14][N:15]=[C:16]([NH:17][C@@H:18]([C:20]4[CH:25]=[CH:24][CH:23]=[CH:22][CH:21]=4)[CH3:19])[C:11]=3[CH:10]=2)=[CH:5][CH:4]=1.[C:27]([N:34]1[CH2:39][CH2:38][NH:37][CH2:36][CH2:35]1)([O:29][C:30]([CH3:33])([CH3:32])[CH3:31])=[O:28].C(=O)([O-])[O-].[K+].[K+]. (2) Given the product [Cl:15][C:6]1[C:7]([C:8]2[CH:13]=[CH:12][C:11]([Cl:14])=[CH:10][CH:9]=2)=[C:2]([NH:16][NH2:17])[N:3]=[N:4][CH:5]=1, predict the reactants needed to synthesize it. The reactants are: Cl[C:2]1[N:3]=[N:4][CH:5]=[C:6]([Cl:15])[C:7]=1[C:8]1[CH:13]=[CH:12][C:11]([Cl:14])=[CH:10][CH:9]=1.[NH2:16][NH2:17]. (3) Given the product [CH3:19][O:18][C:16]([N:7]1[CH2:8][CH2:9][CH:10]([C:12]([OH:14])=[O:13])[CH2:11][CH:6]1[CH2:5][C:4]1[CH:20]=[CH:21][CH:22]=[CH:23][C:3]=1[C:2]([F:25])([F:24])[F:1])=[O:17], predict the reactants needed to synthesize it. The reactants are: [F:1][C:2]([F:25])([F:24])[C:3]1[CH:23]=[CH:22][CH:21]=[CH:20][C:4]=1[CH2:5][CH:6]1[CH2:11][CH:10]([C:12]([O:14]C)=[O:13])[CH2:9][CH2:8][N:7]1[C:16]([O:18][CH3:19])=[O:17].[Br-].[Li+].C(N(CC)CC)C.CC(OC)(C)C. (4) Given the product [CH2:1]([O:3][C:4](=[O:38])[C@H:5]([CH2:17][C:18]1[CH:23]=[CH:22][C:21]([C:24]2[C:29]([O:30][CH3:31])=[CH:28][C:27]([CH2:32][Br:59])=[CH:26][C:25]=2[O:36][CH3:37])=[CH:20][CH:19]=1)[NH:6][C:7](=[O:16])[C:8]1[C:13]([Cl:14])=[CH:12][CH:11]=[CH:10][C:9]=1[Cl:15])[CH3:2], predict the reactants needed to synthesize it. The reactants are: [CH2:1]([O:3][C:4](=[O:38])[C@H:5]([CH2:17][C:18]1[CH:23]=[CH:22][C:21]([C:24]2[C:29]([O:30][CH3:31])=[CH:28][C:27]([CH2:32]OCC)=[CH:26][C:25]=2[O:36][CH3:37])=[CH:20][CH:19]=1)[NH:6][C:7](=[O:16])[C:8]1[C:13]([Cl:14])=[CH:12][CH:11]=[CH:10][C:9]=1[Cl:15])[CH3:2].C1C=CC(P(C2C=CC=CC=2)C2C=CC=CC=2)=CC=1.C(Br)(Br)(Br)[Br:59]. (5) Given the product [N:24]1[CH:25]=[CH:26][C:21]([N:16]2[CH2:17][CH2:18][C:11]3([CH2:12][CH2:13][N:8]([C:6]([O:5][C:1]([CH3:4])([CH3:2])[CH3:3])=[O:7])[CH2:9][CH2:10]3)[CH2:14][CH2:15]2)=[CH:22][CH:23]=1, predict the reactants needed to synthesize it. The reactants are: [C:1]([O:5][C:6]([N:8]1[CH2:13][CH2:12][C:11]2([CH2:18][CH2:17][NH:16][CH2:15][CH2:14]2)[CH2:10][CH2:9]1)=[O:7])([CH3:4])([CH3:3])[CH3:2].[Cl-].Cl[C:21]1[CH:26]=[CH:25][NH+:24]=[CH:23][CH:22]=1.C(N(CC)CC)C.C(=O)([O-])O.[Na+]. (6) Given the product [Cl:1][C:2]1[CH:3]=[C:4]([C:15]([NH:18][CH2:19][C:20]2[C:21](=[O:28])[NH:22][C:23]([CH3:27])=[CH:24][C:25]=2[CH3:26])=[O:17])[C:5]2[C:10]([CH3:11])=[N:9][N:8]([CH:12]3[CH2:13][CH2:14]3)[C:6]=2[N:7]=1, predict the reactants needed to synthesize it. The reactants are: [Cl:1][C:2]1[CH:3]=[C:4]([C:15]([OH:17])=O)[C:5]2[C:10]([CH3:11])=[N:9][N:8]([CH:12]3[CH2:14][CH2:13]3)[C:6]=2[N:7]=1.[NH2:18][CH2:19][C:20]1[C:21](=[O:28])[NH:22][C:23]([CH3:27])=[CH:24][C:25]=1[CH3:26].ON1C2N=CC=CC=2N=N1.C(Cl)CCl.CN1CCOCC1. (7) The reactants are: [C:1]([C:5]1[CH:6]=[C:7]([OH:11])[CH:8]=[CH:9][CH:10]=1)([F:4])([F:3])[F:2].[CH2:12]([CH:14]1[O:16][CH2:15]1)[Cl:13].C([O-])([O-])=O.[K+].[K+]. Given the product [Cl:13][CH2:12][CH:14]([OH:16])[CH2:15][O:11][C:7]1[CH:8]=[CH:9][CH:10]=[C:5]([C:1]([F:3])([F:2])[F:4])[CH:6]=1, predict the reactants needed to synthesize it. (8) The reactants are: [C:1]([O:5][C:6](=[O:26])[N:7]([CH3:25])[C@H:8]([C:10](=[O:24])[NH:11][C@@H:12]1[C:18](=[O:19])[NH:17][C:16]2[CH:20]=[CH:21][CH:22]=[CH:23][C:15]=2[NH:14][CH2:13]1)[CH3:9])([CH3:4])([CH3:3])[CH3:2].[C:27]([CH2:30][CH2:31][CH2:32][C:33](O)=[O:34])(=[O:29])[CH3:28].O=P(Cl)(Cl)Cl. Given the product [C:1]([O:5][C:6](=[O:26])[N:7]([CH3:25])[C@H:8]([C:10](=[O:24])[NH:11][C@H:12]1[CH2:13][N:14]([C:33](=[O:34])[CH2:32][CH2:31][CH2:30][C:27](=[O:29])[CH3:28])[C:15]2[CH:23]=[CH:22][CH:21]=[CH:20][C:16]=2[NH:17][C:18]1=[O:19])[CH3:9])([CH3:4])([CH3:2])[CH3:3], predict the reactants needed to synthesize it. (9) Given the product [CH:29]1([N:28]([CH2:27][CH:26]([O:35][CH3:36])[O:25][CH3:24])[C:18](=[O:20])[CH2:17][CH2:16][O:15][CH2:14][CH2:13][C:12]2[CH:21]=[CH:22][CH:23]=[C:10]([C:8]3[CH:7]=[N:6][N:5]([CH2:4][CH2:3][O:2][CH3:1])[CH:9]=3)[CH:11]=2)[CH2:34][CH2:33][CH2:32][CH2:31][CH2:30]1, predict the reactants needed to synthesize it. The reactants are: [CH3:1][O:2][CH2:3][CH2:4][N:5]1[CH:9]=[C:8]([C:10]2[CH:11]=[C:12]([CH:21]=[CH:22][CH:23]=2)[CH2:13][CH2:14][O:15][CH2:16][CH2:17][C:18]([OH:20])=O)[CH:7]=[N:6]1.[CH3:24][O:25][CH:26]([O:35][CH3:36])[CH2:27][NH:28][CH:29]1[CH2:34][CH2:33][CH2:32][CH2:31][CH2:30]1.